From a dataset of Cav3 T-type calcium channel HTS with 100,875 compounds. Binary Classification. Given a drug SMILES string, predict its activity (active/inactive) in a high-throughput screening assay against a specified biological target. (1) The drug is Clc1cc(NC(=O)N2CCC(N(C(C)C)C)CC2)ccc1Cl. The result is 0 (inactive). (2) The compound is S(c1oc2c(n1)c1c(cc2)cccc1)C. The result is 0 (inactive). (3) The compound is Fc1c(N\N=C(\C(=O)NC(OCC)=O)C#N)c(F)ccc1. The result is 0 (inactive). (4) The molecule is S(c1nc2c(c(c1)C)cc(OC)cc2)CC(=O)N. The result is 0 (inactive). (5) The drug is O(CCC(=O)Nc1noc(c1)C)c1ccc(OC)cc1. The result is 0 (inactive). (6) The drug is O1CCN(CCn2c(nc3c(c2=O)cccc3)C(N2C(=O)c3c(C2=O)cccc3)CC)CC1. The result is 0 (inactive). (7) The molecule is O=C(CN1CCN(CC1)C)c1c(n(c2c1cc(OC)cc2)Cc1ccccc1)C. The result is 0 (inactive). (8) The compound is S=C(Nc1ccc(C(O)(C(F)(F)F)C(OC)=O)cc1)NC(=O)c1ccccc1. The result is 0 (inactive).